Dataset: Reaction yield outcomes from USPTO patents with 853,638 reactions. Task: Predict the reaction yield, written as a fraction of the theoretical maximum amount of product (1.0 means a 100% yield; for example, 0.34 means a 34% yield). (1) The reactants are [NH2:1][CH2:2][CH2:3][CH2:4][N:5]1[C:9]([CH3:10])=[CH:8][C:7]2[CH:11]=[C:12]([C:14]([C:16]3[CH:21]=[CH:20][C:19]([O:22][CH3:23])=[CH:18][CH:17]=3)=[O:15])[S:13][C:6]1=2.[S:24](=[O:28])(=[O:27])(N)[NH2:25]. The catalyst is O1CCOCC1. The product is [CH3:23][O:22][C:19]1[CH:18]=[CH:17][C:16]([C:14]([C:12]2[S:13][C:6]3[N:5]([CH2:4][CH2:3][CH2:2][NH:1][NH:25][SH:24](=[O:28])=[O:27])[C:9]([CH3:10])=[CH:8][C:7]=3[CH:11]=2)=[O:15])=[CH:21][CH:20]=1. The yield is 0.500. (2) The reactants are [I:1][C:2]1[CH:7]=[CH:6][C:5]([OH:8])=[C:4]([CH3:9])[CH:3]=1.N1C=CN=C1.[C:15]([Si:19](Cl)([CH3:21])[CH3:20])([CH3:18])([CH3:17])[CH3:16]. The catalyst is CN(C)C=O. The product is [I:1][C:2]1[CH:7]=[CH:6][C:5]([O:8][Si:19]([C:15]([CH3:18])([CH3:17])[CH3:16])([CH3:21])[CH3:20])=[C:4]([CH3:9])[CH:3]=1. The yield is 0.975. (3) The reactants are [F:1][C:2]1[CH:3]=[CH:4][C:5]([C:8]2[C:12]([C:13](O)=[O:14])=[CH:11][O:10][N:9]=2)=[N:6][CH:7]=1.N1C=CC=CC=1C1C(C(O)=O)=CON=1. No catalyst specified. The product is [F:1][C:2]1[CH:3]=[CH:4][C:5]([C:8]2[C:12]([CH2:13][OH:14])=[CH:11][O:10][N:9]=2)=[N:6][CH:7]=1. The yield is 0.700.